From a dataset of NCI-60 drug combinations with 297,098 pairs across 59 cell lines. Regression. Given two drug SMILES strings and cell line genomic features, predict the synergy score measuring deviation from expected non-interaction effect. (1) Drug 1: CC(C)NC(=O)C1=CC=C(C=C1)CNNC.Cl. Drug 2: C(CCl)NC(=O)N(CCCl)N=O. Cell line: HOP-62. Synergy scores: CSS=-0.436, Synergy_ZIP=4.99, Synergy_Bliss=6.18, Synergy_Loewe=2.22, Synergy_HSA=1.34. (2) Drug 1: C1CC(=O)NC(=O)C1N2CC3=C(C2=O)C=CC=C3N. Drug 2: CCCCCOC(=O)NC1=NC(=O)N(C=C1F)C2C(C(C(O2)C)O)O. Cell line: MOLT-4. Synergy scores: CSS=-2.73, Synergy_ZIP=3.76, Synergy_Bliss=2.77, Synergy_Loewe=-1.30, Synergy_HSA=-1.23. (3) Drug 1: C1CCN(CC1)CCOC2=CC=C(C=C2)C(=O)C3=C(SC4=C3C=CC(=C4)O)C5=CC=C(C=C5)O. Drug 2: C1C(C(OC1N2C=NC3=C2NC=NCC3O)CO)O. Cell line: DU-145. Synergy scores: CSS=7.45, Synergy_ZIP=-2.81, Synergy_Bliss=1.50, Synergy_Loewe=-2.45, Synergy_HSA=-2.29. (4) Drug 1: CC1=CC2C(CCC3(C2CCC3(C(=O)C)OC(=O)C)C)C4(C1=CC(=O)CC4)C. Drug 2: CN(CC1=CN=C2C(=N1)C(=NC(=N2)N)N)C3=CC=C(C=C3)C(=O)NC(CCC(=O)O)C(=O)O. Cell line: TK-10. Synergy scores: CSS=28.8, Synergy_ZIP=4.95, Synergy_Bliss=2.38, Synergy_Loewe=-55.8, Synergy_HSA=-3.53. (5) Drug 1: CC12CCC3C(C1CCC2NC(=O)OCC(F)(F)F)CCC4C3(C=CC(=O)N4C)C. Drug 2: C1CC(CCC1OC2=C(C(=CC=C2)Cl)F)(CC3=NC(=CC=C3)NC4=NC=CS4)C(=O)O. Cell line: UACC62. Synergy scores: CSS=18.3, Synergy_ZIP=-1.23, Synergy_Bliss=3.91, Synergy_Loewe=-8.18, Synergy_HSA=3.13. (6) Drug 1: CC1=C(C(=CC=C1)Cl)NC(=O)C2=CN=C(S2)NC3=CC(=NC(=N3)C)N4CCN(CC4)CCO. Drug 2: C(CN)CNCCSP(=O)(O)O. Cell line: SW-620. Synergy scores: CSS=7.66, Synergy_ZIP=-1.28, Synergy_Bliss=1.06, Synergy_Loewe=-18.5, Synergy_HSA=0.233.